Dataset: Forward reaction prediction with 1.9M reactions from USPTO patents (1976-2016). Task: Predict the product of the given reaction. (1) Given the reactants [CH3:1][NH:2][CH2:3][CH2:4][CH2:5][CH2:6][CH2:7][CH2:8][CH2:9][CH2:10][CH2:11][N:12]1[CH2:17][CH2:16][CH:15]([O:18][C:19](=[O:33])[NH:20][C:21]2[CH:26]=[CH:25][CH:24]=[CH:23][C:22]=2[C:27]2[CH:32]=[CH:31][CH:30]=[CH:29][CH:28]=2)[CH2:14][CH2:13]1.C1(N)C(F)=C(F)C(F)=C(N)C=1F.Cl.Cl.[F:48][C:49]1[C:56]([OH:57])=[CH:55][CH:54]=[CH:53][C:50]=1[CH:51]=O, predict the reaction product. The product is: [NH3:2].[F:48][C:49]1[C:56]([OH:57])=[CH:55][CH:54]=[CH:53][C:50]=1[CH2:51][N:2]([CH3:1])[CH2:3][CH2:4][CH2:5][CH2:6][CH2:7][CH2:8][CH2:9][CH2:10][CH2:11][N:12]1[CH2:13][CH2:14][CH:15]([O:18][C:19](=[O:33])[NH:20][C:21]2[CH:26]=[CH:25][CH:24]=[CH:23][C:22]=2[C:27]2[CH:28]=[CH:29][CH:30]=[CH:31][CH:32]=2)[CH2:16][CH2:17]1. (2) Given the reactants O=S(Cl)[Cl:3].[CH2:5]([O:7][C:8]1[CH:13]=[C:12]([O:14][CH2:15][CH3:16])[N:11]=[N:10][C:9]=1[CH2:17]O)[CH3:6], predict the reaction product. The product is: [Cl:3][CH2:17][C:9]1[N:10]=[N:11][C:12]([O:14][CH2:15][CH3:16])=[CH:13][C:8]=1[O:7][CH2:5][CH3:6]. (3) Given the reactants [CH2:1]([O:8][C:9]([NH:11][C@H:12]([C:16]([O:18][C@@H:19]([CH:23]([CH3:25])[CH3:24])[C:20]([OH:22])=[O:21])=[O:17])[CH:13]([CH3:15])[CH3:14])=[O:10])[C:2]1[CH:7]=[CH:6][CH:5]=[CH:4][CH:3]=1.C(O)C.[Cl:29][CH2:30]Cl, predict the reaction product. The product is: [CH2:1]([O:8][C:9]([NH:11][C@H:12]([C:16]([O:18][C@@H:19]([CH:23]([CH3:25])[CH3:24])[C:20]([O:22][CH2:30][Cl:29])=[O:21])=[O:17])[CH:13]([CH3:15])[CH3:14])=[O:10])[C:2]1[CH:3]=[CH:4][CH:5]=[CH:6][CH:7]=1.